Task: Predict the reaction yield, written as a fraction of the theoretical maximum amount of product (1.0 means a 100% yield; for example, 0.34 means a 34% yield).. Dataset: Reaction yield outcomes from USPTO patents with 853,638 reactions (1) The reactants are Br[C:2]1[CH:7]=[CH:6][C:5]([C:8](=[O:20])[CH2:9][CH:10]([CH2:16][CH2:17][O:18][CH3:19])[C:11]([O:13][CH2:14][CH3:15])=[O:12])=[CH:4][CH:3]=1.[N+:21]([C:24]1[CH:29]=[CH:28][C:27](B(O)O)=[CH:26][CH:25]=1)([O-:23])=[O:22].C(=O)([O-])[O-].[Na+].[Na+]. The catalyst is C1(C)C=CC=CC=1.O1CCOCC1. The product is [CH3:19][O:18][CH2:17][CH2:16][CH:10]([CH2:9][C:8]([C:5]1[CH:6]=[CH:7][C:2]([C:27]2[CH:28]=[CH:29][C:24]([N+:21]([O-:23])=[O:22])=[CH:25][CH:26]=2)=[CH:3][CH:4]=1)=[O:20])[C:11]([O:13][CH2:14][CH3:15])=[O:12]. The yield is 0.880. (2) The reactants are [CH2:1]([S:8][C:9]1[CH:10]=[CH:11][C:12]([NH:22][C:23]2[CH:28]=[C:27]([Cl:29])[C:26]([C:30]([F:33])([F:32])[F:31])=[CH:25][C:24]=2[O:34][CH3:35])=[C:13](/[CH:15]=[CH:16]/[C:17]([O:19]CC)=O)[CH:14]=1)[C:2]1[CH:7]=[CH:6][CH:5]=[CH:4][CH:3]=1.C[O-].[Na+]. The catalyst is CO. The product is [CH2:1]([S:8][C:9]1[CH:14]=[C:13]2[C:12](=[CH:11][CH:10]=1)[N:22]([C:23]1[CH:28]=[C:27]([Cl:29])[C:26]([C:30]([F:32])([F:33])[F:31])=[CH:25][C:24]=1[O:34][CH3:35])[C:17](=[O:19])[CH:16]=[CH:15]2)[C:2]1[CH:3]=[CH:4][CH:5]=[CH:6][CH:7]=1. The yield is 0.670. (3) The reactants are [CH3:1][O:2][C:3]([C:5]1[S:6][CH:7]=[CH:8][C:9]=1[NH2:10])=[O:4].[O:11](C(OC(C)(C)C)=O)[C:12]([O:14][C:15]([CH3:18])([CH3:17])[CH3:16])=O. The catalyst is CN(C1C=CN=CC=1)C.N1C=CC=CC=1. The product is [CH3:1][O:2][C:3]([C:5]1[S:6][CH:7]=[CH:8][C:9]=1[NH:10][C:12]([O:14][C:15]([CH3:18])([CH3:17])[CH3:16])=[O:11])=[O:4]. The yield is 0.700. (4) The reactants are Br[C:2]1[CH:10]=[C:9]2[C:5]([CH:6]=[N:7][N:8]2[CH2:11][C:12]([F:15])([CH3:14])[CH3:13])=[CH:4][C:3]=1[O:16][C:17]1[CH:22]=[CH:21][C:20]([F:23])=[CH:19][C:18]=1[F:24].CO.[C:27](=O)([O-:29])[O-:28].[K+].[K+]. The catalyst is C([O-])(=O)C.[Pd+2].C([O-])(=O)C.C1(P(C2C=CC=CC=2)CCCP(C2C=CC=CC=2)C2C=CC=CC=2)C=CC=CC=1.O. The product is [F:24][C:18]1[CH:19]=[C:20]([F:23])[CH:21]=[CH:22][C:17]=1[O:16][C:3]1[CH:4]=[C:5]2[C:9](=[CH:10][C:2]=1[C:27]([OH:29])=[O:28])[N:8]([CH2:11][C:12]([F:15])([CH3:14])[CH3:13])[N:7]=[CH:6]2. The yield is 0.740. (5) The reactants are [CH3:1][N:2]1[CH2:7][CH2:6][N:5]([C:8]([O:10][C@@H:11]2[N:20]([C:21]3[CH:22]=[CH:23][C:24]([Cl:27])=[CH:25][N:26]=3)[C:18](=[O:19])[C:13]3[N:14]=[CH:15][CH:16]=[N:17][C:12]2=3)=[O:9])[CH2:4][CH2:3]1.[C:28]([OH:36])(=[O:35])[CH:29]([CH2:31][C:32]([OH:34])=[O:33])[OH:30].CN1CCN(C(OC2N(C3C=CC(Cl)=CN=3)C(=O)C3N=CC=NC2=3)=O)CC1. The catalyst is C(OCC)(=O)C. The product is [CH3:1][N:2]1[CH2:7][CH2:6][N:5]([C:8]([O:10][C@@H:11]2[N:20]([C:21]3[CH:22]=[CH:23][C:24]([Cl:27])=[CH:25][N:26]=3)[C:18](=[O:19])[C:13]3[N:14]=[CH:15][CH:16]=[N:17][C:12]2=3)=[O:9])[CH2:4][CH2:3]1.[C:28]([O-:36])(=[O:35])[C@H:29]([CH2:31][C:32]([O-:34])=[O:33])[OH:30]. The yield is 0.960. (6) The reactants are [CH2:1]([C:3]1[C:8]([O:9][C:10]2[C:11]([NH:23][C:24]3[S:28][N:27]=[C:26]([C@H:29]4[CH2:33][O:32]C5(CCCCC5)[O:30]4)[N:25]=3)=[N:12][CH:13]=[C:14]([S:16][C:17]3[CH:22]=[CH:21][CH:20]=[CH:19][N:18]=3)[CH:15]=2)=[CH:7][CH:6]=[CH:5][N:4]=1)[CH3:2].O.Cl. The catalyst is C(O)C. The yield is 0.820. The product is [CH2:1]([C:3]1[C:8]([O:9][C:10]2[C:11]([NH:23][C:24]3[S:28][N:27]=[C:26]([C@H:29]([OH:30])[CH2:33][OH:32])[N:25]=3)=[N:12][CH:13]=[C:14]([S:16][C:17]3[CH:22]=[CH:21][CH:20]=[CH:19][N:18]=3)[CH:15]=2)=[CH:7][CH:6]=[CH:5][N:4]=1)[CH3:2]. (7) The yield is 0.410. The reactants are Br[C:2]1[CH:14]=[CH:13][C:5]([O:6][CH2:7][C:8]([CH3:12])([CH3:11])[CH2:9][OH:10])=[CH:4][CH:3]=1.[CH3:15][C:16]1([CH3:30])[CH2:21][O:20][B:19]([B:19]2[O:20][CH2:21][C:16]([CH3:30])([CH3:15])[CH2:17][O:18]2)[O:18][CH2:17]1.C([O-])(=O)C.[K+].C(OCC)(=O)C. The catalyst is O1CCOCC1.C1C=CC(P(C2C=CC=CC=2)[C-]2C=CC=C2)=CC=1.C1C=CC(P(C2C=CC=CC=2)[C-]2C=CC=C2)=CC=1.Cl[Pd]Cl.[Fe+2]. The product is [CH3:15][C:16]1([CH3:30])[CH2:21][O:20][B:19]([C:2]2[CH:14]=[CH:13][C:5]([O:6][CH2:7][C:8]([CH3:12])([CH3:11])[CH2:9][OH:10])=[CH:4][CH:3]=2)[O:18][CH2:17]1.